From a dataset of HIV replication inhibition screening data with 41,000+ compounds from the AIDS Antiviral Screen. Binary Classification. Given a drug SMILES string, predict its activity (active/inactive) in a high-throughput screening assay against a specified biological target. (1) The molecule is Cc1c2ccccc2c(CSCC(N)C(=O)O)c2ccccc12. The result is 0 (inactive). (2) The molecule is CCCCc1ccc(Nc2nc(SC)c3nc[nH]c3n2)cc1. The result is 0 (inactive). (3) The compound is CC=C1CN(C(=O)OC(C)(C)C)C1C(=O)OC(C)(C)C. The result is 0 (inactive). (4) The compound is Cc1ccc(-n2nncc2[Si](C)(C)C)s1. The result is 0 (inactive). (5) The drug is COc1ccc2nc3cc([N+](=O)[O-])ccc3c(Nc3ccc(S(=O)(=O)NC(=N)N)cc3)c2c1. The result is 0 (inactive).